From a dataset of Reaction yield outcomes from USPTO patents with 853,638 reactions. Predict the reaction yield, written as a fraction of the theoretical maximum amount of product (1.0 means a 100% yield; for example, 0.34 means a 34% yield). (1) The reactants are [CH3:1][O:2][C:3]1[CH:4]=[C:5]2[C:10](=[CH:11][C:12]=1[O:13][CH3:14])[N:9]=[CH:8][CH:7]=[C:6]2[O:15][C:16]1[CH:22]=[CH:21][C:19]([NH2:20])=[C:18]([CH3:23])[C:17]=1[CH3:24].C1(C)C=CC=CC=1.C(N(CC)CC)C.Cl[C:40](Cl)([O:42][C:43](=[O:49])OC(Cl)(Cl)Cl)Cl.[F:51][C:52]([F:62])([F:61])[C:53]1[CH:60]=[CH:59][C:56](CO)=[CH:55][CH:54]=1. The catalyst is C(Cl)Cl. The product is [CH3:1][O:2][C:3]1[CH:4]=[C:5]2[C:10](=[CH:11][C:12]=1[O:13][CH3:14])[N:9]=[CH:8][CH:7]=[C:6]2[O:15][C:16]1[CH:22]=[CH:21][C:19]([NH:20][C:43](=[O:49])[O:42][CH2:40][C:56]2[CH:59]=[CH:60][C:53]([C:52]([F:62])([F:61])[F:51])=[CH:54][CH:55]=2)=[C:18]([CH3:23])[C:17]=1[CH3:24]. The yield is 0.600. (2) The reactants are [CH3:1][C:2]1([CH3:12])[O:7][CH2:6][C:5]2=[CH:8][C:9]([NH2:11])=[N:10][N:4]2[CH2:3]1.Br[C:14]1[C:15](=[O:22])[N:16]([CH3:21])[N:17]=[C:18]([Cl:20])[CH:19]=1.CC1(C)C2C(=C(P(C3C=CC=CC=3)C3C=CC=CC=3)C=CC=2)OC2C(P(C3C=CC=CC=3)C3C=CC=CC=3)=CC=CC1=2.C([O-])([O-])=O.[Cs+].[Cs+]. The catalyst is C1C=CC(/C=C/C(/C=C/C2C=CC=CC=2)=O)=CC=1.C1C=CC(/C=C/C(/C=C/C2C=CC=CC=2)=O)=CC=1.C1C=CC(/C=C/C(/C=C/C2C=CC=CC=2)=O)=CC=1.[Pd].[Pd].O1CCOCC1. The product is [Cl:20][C:18]1[CH:19]=[C:14]([NH:11][C:9]2[CH:8]=[C:5]3[CH2:6][O:7][C:2]([CH3:12])([CH3:1])[CH2:3][N:4]3[N:10]=2)[C:15](=[O:22])[N:16]([CH3:21])[N:17]=1. The yield is 0.450. (3) The reactants are [O:1]([C:8]1[CH:28]=[CH:27][C:11]([O:12][C:13]2[CH:18]=[CH:17][N:16]=[CH:15][C:14]=2[C:19]2[CH:20]=[C:21]([CH2:25][NH2:26])[CH:22]=[CH:23][CH:24]=2)=[CH:10][CH:9]=1)[C:2]1[CH:7]=[CH:6][CH:5]=[CH:4][CH:3]=1.N1C=CC=CC=1.CN1C[CH2:39][CH2:38][C:37]1=[O:41]. The catalyst is ClCCl. The product is [O:1]([C:8]1[CH:9]=[CH:10][C:11]([O:12][C:13]2[CH:18]=[CH:17][N:16]=[CH:15][C:14]=2[C:19]2[CH:20]=[C:21]([CH:22]=[CH:23][CH:24]=2)[CH2:25][NH:26][C:37](=[O:41])[CH2:38][CH3:39])=[CH:27][CH:28]=1)[C:2]1[CH:7]=[CH:6][CH:5]=[CH:4][CH:3]=1. The yield is 0.580.